Task: Predict the product of the given reaction.. Dataset: Forward reaction prediction with 1.9M reactions from USPTO patents (1976-2016) The product is: [CH2:7]([NH:1][CH2:7][CH2:8][CH2:9][CH2:10][CH2:11][CH2:12][CH2:13][CH2:14]/[CH:15]=[CH:16]\[CH2:17]/[CH:18]=[CH:19]\[CH2:20][CH2:21][CH2:22][CH2:23][CH3:24])[CH2:8][CH2:9][CH2:10][CH2:11][CH2:12][CH2:13][CH2:14]/[CH:15]=[CH:16]\[CH2:17]/[CH:18]=[CH:19]\[CH2:20][CH2:21][CH2:22][CH2:23][CH3:24]. Given the reactants [NH3:1].CS(O[CH2:7][CH2:8][CH2:9][CH2:10][CH2:11][CH2:12][CH2:13][CH2:14]/[CH:15]=[CH:16]\[CH2:17]/[CH:18]=[CH:19]\[CH2:20][CH2:21][CH2:22][CH2:23][CH3:24])(=O)=O, predict the reaction product.